From a dataset of Full USPTO retrosynthesis dataset with 1.9M reactions from patents (1976-2016). Predict the reactants needed to synthesize the given product. Given the product [S:12]1[CH:16]=[CH:15][C:14]([C:2]2[NH:10][C:5]3[C:4]([CH:3]=2)=[CH:9][CH:8]=[CH:7][CH:6]=3)=[CH:13]1, predict the reactants needed to synthesize it. The reactants are: Br[C:2](Br)=[CH:3][C:4]1[CH:9]=[CH:8][CH:7]=[CH:6][C:5]=1[NH2:10].[S:12]1[CH:16]=[CH:15][C:14](B(O)O)=[CH:13]1.[O-]P([O-])([O-])=O.[K+].[K+].[K+].O.